From a dataset of Catalyst prediction with 721,799 reactions and 888 catalyst types from USPTO. Predict which catalyst facilitates the given reaction. (1) Reactant: [CH2:1]([O:3][C:4]([C:6]1[CH:15]=[CH:14][C:13]2[C:8](=[C:9]([C:17]3[C:26]4[C:21](=[CH:22][CH:23]=[CH:24][CH:25]=4)[CH:20]=[CH:19][CH:18]=3)[CH:10]=[C:11](I)[CH:12]=2)[N:7]=1)=[O:5])[CH3:2].[C:27]([N:34]1[CH:38]=[CH:37][CH:36]=[C:35]1B(O)O)([O:29][C:30]([CH3:33])([CH3:32])[CH3:31])=[O:28].C(Cl)Cl.CCOC(C)=O.CCCCCC. Product: [CH2:1]([O:3][C:4]([C:6]1[CH:15]=[CH:14][C:13]2[C:8](=[C:9]([C:17]3[C:26]4[C:21](=[CH:22][CH:23]=[CH:24][CH:25]=4)[CH:20]=[CH:19][CH:18]=3)[CH:10]=[C:11]([C:35]3[N:34]([C:27]([O:29][C:30]([CH3:33])([CH3:32])[CH3:31])=[O:28])[CH:38]=[CH:37][CH:36]=3)[CH:12]=2)[N:7]=1)=[O:5])[CH3:2]. The catalyst class is: 3. (2) Reactant: O=[C:2]([C:15]1[CH:20]=[CH:19][CH:18]=[CH:17][CH:16]=1)[CH2:3][CH2:4][CH2:5][CH2:6][NH:7][C:8](=[O:14])[O:9][C:10]([CH3:13])([CH3:12])[CH3:11].Cl.[NH2:22][OH:23].C([O-])(=O)C.[Na+]. The catalyst class is: 40. Product: [OH:23]/[N:22]=[C:2](/[C:15]1[CH:20]=[CH:19][CH:18]=[CH:17][CH:16]=1)\[CH2:3][CH2:4][CH2:5][CH2:6][NH:7][C:8](=[O:14])[O:9][C:10]([CH3:13])([CH3:12])[CH3:11].